From a dataset of Reaction yield outcomes from USPTO patents with 853,638 reactions. Predict the reaction yield, written as a fraction of the theoretical maximum amount of product (1.0 means a 100% yield; for example, 0.34 means a 34% yield). (1) The reactants are [F:1][C:2]1[CH:7]=[C:6]([F:8])[C:5]([NH:9][C:10](=[O:14])[CH:11]([CH3:13])[CH3:12])=[CH:4][C:3]=1[CH:15]1[CH2:20][CH2:19][N:18](C(OC(C)(C)C)=O)[CH2:17][CH2:16]1.Cl. The catalyst is O1CCOCC1. The product is [F:8][C:6]1[CH:7]=[C:2]([F:1])[C:3]([CH:15]2[CH2:16][CH2:17][NH:18][CH2:19][CH2:20]2)=[CH:4][C:5]=1[NH:9][C:10](=[O:14])[CH:11]([CH3:12])[CH3:13]. The yield is 0.980. (2) The reactants are [CH3:1][NH:2]/[N:3]=[CH:4]/[C:5]1[C:10](F)=[CH:9][C:8]([F:12])=[CH:7][C:6]=1[F:13]. The catalyst is C(Cl)Cl. The product is [F:13][C:6]1[CH:7]=[C:8]([F:12])[CH:9]=[C:10]2[C:5]=1[CH:4]=[N:3][N:2]2[CH3:1]. The yield is 0.560. (3) The reactants are Br[CH2:2][C:3]1[O:4][C:5]([C:8]([F:11])([F:10])[F:9])=[CH:6][CH:7]=1.[CH2:12]([NH:19][C:20]([C:22]1[S:26][C:25]([N:27]2[CH:32]=[CH:31][C:30]([OH:33])=[CH:29][C:28]2=[O:34])=[N:24][C:23]=1[CH3:35])=[O:21])[C:13]1[CH:18]=[CH:17][CH:16]=[CH:15][CH:14]=1. No catalyst specified. The product is [CH2:12]([NH:19][C:20]([C:22]1[S:26][C:25]([N:27]2[CH:32]=[CH:31][C:30]([O:33][CH2:2][C:3]3[O:4][C:5]([C:8]([F:11])([F:10])[F:9])=[CH:6][CH:7]=3)=[CH:29][C:28]2=[O:34])=[N:24][C:23]=1[CH3:35])=[O:21])[C:13]1[CH:18]=[CH:17][CH:16]=[CH:15][CH:14]=1. The yield is 0.160. (4) The reactants are Br[C:2]1[CH:3]=[C:4]([C:8]2[CH:21]=[CH:20][C:19]3[C:10](=[C:11]([C:28]4[CH:33]=[CH:32][CH:31]=[CH:30][CH:29]=4)[C:12]4[C:17]([C:18]=3[C:22]3[CH:27]=[CH:26][CH:25]=[CH:24][CH:23]=3)=[CH:16][CH:15]=[CH:14][CH:13]=4)[CH:9]=2)[CH:5]=[CH:6][CH:7]=1.[CH:34]1[C:42]2[C:41]3[CH:43]=[CH:44][CH:45]=[CH:46][C:40]=3[O:39][C:38]=2[C:37]([C:47]2[CH:48]=[CH:49][C:50]3[NH:51][C:52]4[C:57]([C:58]=3[CH:59]=2)=[CH:56][CH:55]=[CH:54][CH:53]=4)=[CH:36][CH:35]=1.CC(C)([O-])C.[Na+].C(P(C(C)(C)C)C(C)(C)C)(C)(C)C. The catalyst is C1C=CC(/C=C/C(/C=C/C2C=CC=CC=2)=O)=CC=1.C1C=CC(/C=C/C(/C=C/C2C=CC=CC=2)=O)=CC=1.[Pd].CCCCCC.C1(C)C=CC=CC=1. The product is [CH:34]1[C:42]2[C:41]3[CH:43]=[CH:44][CH:45]=[CH:46][C:40]=3[O:39][C:38]=2[C:37]([C:47]2[CH:48]=[CH:49][C:50]3[N:51]([C:6]4[CH:7]=[CH:2][CH:3]=[C:4]([C:8]5[CH:21]=[CH:20][C:19]6[C:10](=[C:11]([C:28]7[CH:33]=[CH:32][CH:31]=[CH:30][CH:29]=7)[C:12]7[C:17]([C:18]=6[C:22]6[CH:27]=[CH:26][CH:25]=[CH:24][CH:23]=6)=[CH:16][CH:15]=[CH:14][CH:13]=7)[CH:9]=5)[CH:5]=4)[C:52]4[C:57]([C:58]=3[CH:59]=2)=[CH:56][CH:55]=[CH:54][CH:53]=4)=[CH:36][CH:35]=1. The yield is 0.600. (5) The reactants are [Cl-].[Al+3].[Cl-].[Cl-].[F:5][C:6]1[CH:11]=[CH:10][CH:9]=[CH:8][CH:7]=1.[CH3:12][C:13]1[CH:21]=[C:20]([CH3:22])[CH:19]=[CH:18][C:14]=1[C:15](Cl)=[O:16].Cl. The catalyst is ClC1C=CC=CC=1Cl.C1(C)C=CC=CC=1. The product is [CH3:22][C:20]1[CH:19]=[CH:18][C:14]([C:15](=[O:16])[C:9]2[CH:10]=[CH:11][C:6]([F:5])=[CH:7][CH:8]=2)=[C:13]([CH3:12])[CH:21]=1. The yield is 0.850. (6) The reactants are OC(C1N=CC(C2N=C3[N:17]([C@H:22]4[CH2:27][CH2:26][C@H:25]([O:28][CH3:29])[CH2:24][CH2:23]4)C(=O)CNC3=NC=2)=CC=1)(C)C.Br[C:31]1[C:32]([NH:38][CH2:39][C:40]([O:42][CH2:43][CH3:44])=[O:41])=[N:33][CH:34]=[C:35]([Br:37])[N:36]=1.Cl.CO[C@H]1CC[C@H](N)CC1.CCN(C(C)C)C(C)C. The catalyst is [Cl-].[Na+].O.C(OCC)(=O)C.CN1C(=O)CCC1. The product is [Br:37][C:35]1[N:36]=[C:31]([NH:17][C@H:22]2[CH2:27][CH2:26][C@H:25]([O:28][CH3:29])[CH2:24][CH2:23]2)[C:32]([NH:38][CH2:39][C:40]([O:42][CH2:43][CH3:44])=[O:41])=[N:33][CH:34]=1. The yield is 0.410.